This data is from Aqueous solubility values for 9,982 compounds from the AqSolDB database. The task is: Regression/Classification. Given a drug SMILES string, predict its absorption, distribution, metabolism, or excretion properties. Task type varies by dataset: regression for continuous measurements (e.g., permeability, clearance, half-life) or binary classification for categorical outcomes (e.g., BBB penetration, CYP inhibition). For this dataset (solubility_aqsoldb), we predict Y. (1) The drug is Clc1cccc(Oc2ccccc2)c1. The Y is -4.21 log mol/L. (2) The Y is 1.25 log mol/L. The molecule is C#CCO.